This data is from Experimentally validated miRNA-target interactions with 360,000+ pairs, plus equal number of negative samples. The task is: Binary Classification. Given a miRNA mature sequence and a target amino acid sequence, predict their likelihood of interaction. The miRNA is hsa-miR-379-3p with sequence UAUGUAACAUGGUCCACUAACU. The protein sequence of the target gene is MSDSLDNEEKPPAPPLRMNSNNRDSSALNHSSKPLPMAPEEKNKKARLRSIFPGGGDKTNKKKEKERPEISLPSDFEHTIHVGFDAVTGEFTPDLYGSQMCPGKLPEGIPEQWARLLQTSNITKLEQKKNPQAVLDVLKFYDSKETVNNQKYMSFTSGDKSAHGYIAAHQSNTKTASEPPLAPPVSEEEDEEEEEEEDDNEPPPVIAPRPEHTKSIYTRSVVESIASPAAPNKEDIPPSAENANSTTLYRNTDRQRKKSKMTDEEILEKLRSIVSVGDPKKKYTRFEKIGQGASGTVYTA.... Result: 0 (no interaction).